This data is from Catalyst prediction with 721,799 reactions and 888 catalyst types from USPTO. The task is: Predict which catalyst facilitates the given reaction. (1) Reactant: [CH3:1][S:2][C:3]1[N:8]=[C:7]([NH:9][CH2:10][C:11]2[CH:16]=[CH:15][C:14]([O:17][CH3:18])=[C:13]([Cl:19])[CH:12]=2)[C:6]([CH2:20][OH:21])=[CH:5][N:4]=1. Product: [CH3:1][S:2][C:3]1[N:8]=[C:7]([NH:9][CH2:10][C:11]2[CH:16]=[CH:15][C:14]([O:17][CH3:18])=[C:13]([Cl:19])[CH:12]=2)[C:6]([CH:20]=[O:21])=[CH:5][N:4]=1. The catalyst class is: 428. (2) Reactant: S(Cl)(Cl)=O.[Cl:5][C:6]1[CH:11]=[C:10]([Cl:12])[CH:9]=[CH:8][C:7]=1[CH2:13][CH2:14][C:15]([OH:17])=O. Product: [Cl:5][C:6]1[CH:11]=[C:10]([Cl:12])[CH:9]=[C:8]2[C:7]=1[CH2:13][CH2:14][C:15]2=[O:17]. The catalyst class is: 2. (3) Reactant: CO.[NH2:3][CH:4]([CH2:8][S:9][CH2:10][C:11]1[CH:16]=[CH:15][CH:14]=[CH:13][CH:12]=1)[C:5]([OH:7])=[O:6].[CH3:17][Si](C=[N+]=[N-])(C)C. Product: [NH2:3][CH:4]([CH2:8][S:9][CH2:10][C:11]1[CH:16]=[CH:15][CH:14]=[CH:13][CH:12]=1)[C:5]([O:7][CH3:17])=[O:6]. The catalyst class is: 81.